From a dataset of NCI-60 drug combinations with 297,098 pairs across 59 cell lines. Regression. Given two drug SMILES strings and cell line genomic features, predict the synergy score measuring deviation from expected non-interaction effect. (1) Drug 1: C1=NC2=C(N1)C(=S)N=C(N2)N. Drug 2: C(CN)CNCCSP(=O)(O)O. Cell line: SK-MEL-2. Synergy scores: CSS=14.2, Synergy_ZIP=-4.03, Synergy_Bliss=0.888, Synergy_Loewe=-4.40, Synergy_HSA=-0.641. (2) Drug 1: CN1CCC(CC1)COC2=C(C=C3C(=C2)N=CN=C3NC4=C(C=C(C=C4)Br)F)OC. Drug 2: CC1=C2C(C(=O)C3(C(CC4C(C3C(C(C2(C)C)(CC1OC(=O)C(C(C5=CC=CC=C5)NC(=O)OC(C)(C)C)O)O)OC(=O)C6=CC=CC=C6)(CO4)OC(=O)C)OC)C)OC. Cell line: SK-MEL-28. Synergy scores: CSS=42.5, Synergy_ZIP=10.3, Synergy_Bliss=11.0, Synergy_Loewe=-6.69, Synergy_HSA=9.03.